Dataset: Forward reaction prediction with 1.9M reactions from USPTO patents (1976-2016). Task: Predict the product of the given reaction. Given the reactants [CH3:1][CH:2]1[O:7][C:6]2[CH:8]=[CH:9][C:10]([N+:12]([O-:14])=[O:13])=[CH:11][C:5]=2[NH:4][CH2:3]1.C(N(C(C)C)CC)(C)C.[C:24](Cl)(=[O:27])[CH:25]=[CH2:26], predict the reaction product. The product is: [CH3:1][CH:2]1[O:7][C:6]2[CH:8]=[CH:9][C:10]([N+:12]([O-:14])=[O:13])=[CH:11][C:5]=2[N:4]([C:24](=[O:27])[CH:25]=[CH2:26])[CH2:3]1.